From a dataset of In vitro SARS-CoV-2 activity screen of 1,480 approved drugs from Prestwick library. Binary Classification. Given a drug SMILES string, predict its activity (active/inactive) in a high-throughput screening assay against a specified biological target. (1) The drug is CN1C[C@@H]2c3ccccc3Oc3ccc(Cl)cc3[C@H]2C1.O=C(O)/C=C\C(=O)O. The result is 0 (inactive). (2) The drug is CC(=O)Nc1c(I)c(C(=O)N[C@H]2C(O)O[C@H](CO)[C@@H](O)[C@@H]2O)c(I)c(N(C)C(C)=O)c1I. The result is 0 (inactive). (3) The drug is CC1=C(CC(=O)O)c2cc(F)ccc2/C1=C\c1ccc(S(C)=O)cc1. The result is 0 (inactive). (4) The result is 0 (inactive). The drug is CC(C)(C)NC[C@H](O)COc1nsnc1N1CCOCC1.O=C(O)/C=C\C(=O)O. (5) The molecule is CC(=O)O[C@H]1C[C@H](O[C@H]2[C@@H](O)C[C@H](O[C@H]3[C@@H](O)C[C@H](O[C@H]4CC[C@]5(C)[C@H]6C[C@@H](O)[C@]7(C)[C@@H](C8=CC(=O)OC8)CC[C@]7(O)[C@@H]6CC[C@@H]5C4)O[C@@H]3C)O[C@@H]2C)O[C@H](C)[C@H]1O[C@@H]1O[C@H](CO)[C@@H](O)[C@H](O)[C@H]1O. The result is 0 (inactive). (6) The molecule is C=CC[C@]1(O)CC[C@H]2[C@@H]3CCC4=CC(=O)CCC4=C3C=C[C@@]21C. The result is 0 (inactive). (7) The molecule is CN1CCOC(c2ccccc2)c2ccccc2C1.Cl. The result is 0 (inactive). (8) The drug is C[N+]12CCC(CC1)C(OC(=O)C(O)(c1ccccc1)c1ccccc1)C2.[Br-]. The result is 0 (inactive). (9) The drug is Clc1ccc2c(c1)CCc1cccnc1C2=C1CCNCC1. The result is 0 (inactive).